From a dataset of NCI-60 drug combinations with 297,098 pairs across 59 cell lines. Regression. Given two drug SMILES strings and cell line genomic features, predict the synergy score measuring deviation from expected non-interaction effect. Drug 1: CC1=C2C(C(=O)C3(C(CC4C(C3C(C(C2(C)C)(CC1OC(=O)C(C(C5=CC=CC=C5)NC(=O)C6=CC=CC=C6)O)O)OC(=O)C7=CC=CC=C7)(CO4)OC(=O)C)O)C)OC(=O)C. Drug 2: CN(CC1=CN=C2C(=N1)C(=NC(=N2)N)N)C3=CC=C(C=C3)C(=O)NC(CCC(=O)O)C(=O)O. Cell line: KM12. Synergy scores: CSS=18.4, Synergy_ZIP=2.75, Synergy_Bliss=5.46, Synergy_Loewe=-20.4, Synergy_HSA=0.927.